This data is from Full USPTO retrosynthesis dataset with 1.9M reactions from patents (1976-2016). The task is: Predict the reactants needed to synthesize the given product. (1) Given the product [CH3:11][C:9]1[CH:8]=[CH:7][C:6]([NH:12][C:13]2[C:18]([CH3:19])=[CH:17][C:16]([Cl:20])=[CH:15][C:14]=2[Cl:21])=[C:5]([CH2:4][C:3]([OH:22])=[O:30])[CH:10]=1, predict the reactants needed to synthesize it. The reactants are: CN(C)[C:3](=[O:22])[CH2:4][C:5]1[CH:10]=[C:9]([CH3:11])[CH:8]=[CH:7][C:6]=1[NH:12][C:13]1[C:18]([CH3:19])=[CH:17][C:16]([Cl:20])=[CH:15][C:14]=1[Cl:21].[OH-].[Na+].CCCC[OH:30].Cl. (2) The reactants are: [CH3:1][N:2]1[CH:7]=[CH:6][C:5](B2OC(C)(C)C(C)(C)O2)=[CH:4][C:3]1=[O:17].Br[C:19]1[N:23]([CH:24]2[CH2:26][CH2:25]2)[C:22]2[CH:27]([C:40]3[CH:45]=[CH:44][C:43]([Cl:46])=[CH:42][CH:41]=3)[N:28]([C:31]3[CH:36]=[C:35]([Cl:37])[C:34](=[O:38])[N:33]([CH3:39])[CH:32]=3)[C:29](=[O:30])[C:21]=2[CH:20]=1.C(Cl)Cl.CO.N. Given the product [Cl:37][C:35]1[C:34](=[O:38])[N:33]([CH3:39])[CH:32]=[C:31]([N:28]2[C:29](=[O:30])[C:21]3[CH:20]=[C:19]([C:5]4[CH:6]=[CH:7][N:2]([CH3:1])[C:3](=[O:17])[CH:4]=4)[N:23]([CH:24]4[CH2:26][CH2:25]4)[C:22]=3[CH:27]2[C:40]2[CH:41]=[CH:42][C:43]([Cl:46])=[CH:44][CH:45]=2)[CH:36]=1, predict the reactants needed to synthesize it.